From a dataset of NCI-60 drug combinations with 297,098 pairs across 59 cell lines. Regression. Given two drug SMILES strings and cell line genomic features, predict the synergy score measuring deviation from expected non-interaction effect. (1) Drug 1: CNC(=O)C1=CC=CC=C1SC2=CC3=C(C=C2)C(=NN3)C=CC4=CC=CC=N4. Drug 2: CC1C(C(=O)NC(C(=O)N2CCCC2C(=O)N(CC(=O)N(C(C(=O)O1)C(C)C)C)C)C(C)C)NC(=O)C3=C4C(=C(C=C3)C)OC5=C(C(=O)C(=C(C5=N4)C(=O)NC6C(OC(=O)C(N(C(=O)CN(C(=O)C7CCCN7C(=O)C(NC6=O)C(C)C)C)C)C(C)C)C)N)C. Cell line: HS 578T. Synergy scores: CSS=-0.239, Synergy_ZIP=4.61, Synergy_Bliss=4.24, Synergy_Loewe=1.04, Synergy_HSA=1.44. (2) Drug 1: CS(=O)(=O)C1=CC(=C(C=C1)C(=O)NC2=CC(=C(C=C2)Cl)C3=CC=CC=N3)Cl. Drug 2: CN(C(=O)NC(C=O)C(C(C(CO)O)O)O)N=O. Cell line: OVCAR3. Synergy scores: CSS=0.911, Synergy_ZIP=0.829, Synergy_Bliss=1.84, Synergy_Loewe=-6.34, Synergy_HSA=-2.83.